From a dataset of Forward reaction prediction with 1.9M reactions from USPTO patents (1976-2016). Predict the product of the given reaction. Given the reactants ClC1C=C(C=CC=1)C(OO)=[O:6].[N:12]([CH2:15][C@H:16]1[O:20][C:19](=[O:21])[N:18]([C:22]2[CH:27]=[CH:26][C:25]([S:28][CH3:29])=[C:24]([F:30])[CH:23]=2)[CH2:17]1)=[N+:13]=[N-:14], predict the reaction product. The product is: [N:12]([CH2:15][C@H:16]1[O:20][C:19](=[O:21])[N:18]([C:22]2[CH:27]=[CH:26][C:25]([S:28]([CH3:29])=[O:6])=[C:24]([F:30])[CH:23]=2)[CH2:17]1)=[N+:13]=[N-:14].